This data is from Catalyst prediction with 721,799 reactions and 888 catalyst types from USPTO. The task is: Predict which catalyst facilitates the given reaction. Reactant: Cl.[CH2:2]([NH:4][C:5](=[O:33])[NH:6][C:7]1[CH:12]=[CH:11][C:10]([C:13]2[N:14]=[C:15]([N:26]3[CH2:31][CH2:30][O:29][CH2:28][C@@H:27]3[CH3:32])[C:16]3[CH2:21][N:20]([C:22]([O:24][CH3:25])=[O:23])[CH2:19][C:17]=3[N:18]=2)=[CH:9][CH:8]=1)[CH3:3].CCN(C(C)C)C(C)C.ClC(OC)=O. Product: [CH2:2]([NH:4][C:5](=[O:33])[NH:6][C:7]1[CH:8]=[CH:9][C:10]([C:13]2[N:14]=[C:15]([N:26]3[CH2:31][CH2:30][O:29][CH2:28][C@@H:27]3[CH3:32])[C:16]3[CH2:21][N:20]([C:22]([O:24][CH3:25])=[O:23])[CH2:19][C:17]=3[N:18]=2)=[CH:11][CH:12]=1)[CH3:3]. The catalyst class is: 12.